From a dataset of Reaction yield outcomes from USPTO patents with 853,638 reactions. Predict the reaction yield, written as a fraction of the theoretical maximum amount of product (1.0 means a 100% yield; for example, 0.34 means a 34% yield). (1) The reactants are Cl[C:2]1[N:7]=[CH:6][N:5]=[C:4]([N:8]2[CH2:13][CH2:12][CH:11]([C:14]([NH:16][C:17]3[S:18][C:19]([N:27]4[CH2:32][CH2:31][O:30][CH2:29][CH2:28]4)=[C:20]([C:22]4[O:23][CH:24]=[CH:25][CH:26]=4)[N:21]=3)=[O:15])[CH2:10][CH2:9]2)[CH:3]=1.[H][H]. The catalyst is C(O)C.[C].[Pd]. The product is [O:23]1[CH:24]=[CH:25][CH:26]=[C:22]1[C:20]1[N:21]=[C:17]([NH:16][C:14]([CH:11]2[CH2:10][CH2:9][N:8]([C:4]3[CH:3]=[CH:2][N:7]=[CH:6][N:5]=3)[CH2:13][CH2:12]2)=[O:15])[S:18][C:19]=1[N:27]1[CH2:32][CH2:31][O:30][CH2:29][CH2:28]1. The yield is 0.770. (2) The reactants are Cl.[Cl:2][C:3]1[C:8]([Cl:9])=[CH:7][CH:6]=[CH:5][C:4]=1[N:10]1[CH2:15][CH2:14][NH:13][CH2:12][CH2:11]1.C(N(CC)CC)C.[F:23][C:24]1[C:25]([O:35][CH2:36][CH2:37][CH2:38][CH:39]=O)=[N:26][C:27]2[NH:28][C:29](=[O:34])[CH2:30][CH2:31][C:32]=2[CH:33]=1.[BH-](OC(C)=O)(OC(C)=O)OC(C)=O.[Na+].CCOC(C)=O.ClC(Cl)C. The catalyst is ClCCCl. The product is [Cl:2][C:3]1[C:8]([Cl:9])=[CH:7][CH:6]=[CH:5][C:4]=1[N:10]1[CH2:15][CH2:14][N:13]([CH2:39][CH2:38][CH2:37][CH2:36][O:35][C:25]2[N:26]=[C:27]3[C:32]([CH2:31][CH2:30][C:29](=[O:34])[NH:28]3)=[CH:33][C:24]=2[F:23])[CH2:12][CH2:11]1. The yield is 0.530. (3) The reactants are O[C:2]1[CH:7]=[CH:6][CH:5]=[CH:4][C:3]=1[C:8](=[O:10])[CH3:9].[Br:11][CH2:12][CH2:13]Br.C(=O)([O-])[O-:16].[K+].[K+]. The catalyst is CN(C)C=O. The product is [Br:11][CH2:12][CH2:13][O:16][C:6]1[CH:5]=[CH:4][C:3]([C:8](=[O:10])[CH3:9])=[CH:2][CH:7]=1. The yield is 0.390.